This data is from Reaction yield outcomes from USPTO patents with 853,638 reactions. The task is: Predict the reaction yield, written as a fraction of the theoretical maximum amount of product (1.0 means a 100% yield; for example, 0.34 means a 34% yield). (1) The catalyst is O1CCOCC1.C([O-])(=O)C.C([O-])(=O)C.[Pd+2]. The reactants are [NH2:1][C:2]1[N:3]=[CH:4][C:5]([N:8]2[CH2:13][CH2:12][N:11]([C:14]([O:16][C:17]([CH3:20])([CH3:19])[CH3:18])=[O:15])[CH2:10][CH2:9]2)=[N:6][CH:7]=1.Br[C:22]1[C:23](=[O:30])[N:24]([CH3:29])[CH:25]=[C:26]([Br:28])[CH:27]=1.C1C=CC(P(C2C=CC3C(=CC=CC=3)C=2C2C3C(=CC=CC=3)C=CC=2P(C2C=CC=CC=2)C2C=CC=CC=2)C2C=CC=CC=2)=CC=1.C([O-])([O-])=O.[Cs+].[Cs+]. The yield is 0.540. The product is [Br:28][C:26]1[CH:27]=[C:22]([NH:1][C:2]2[N:3]=[CH:4][C:5]([N:8]3[CH2:9][CH2:10][N:11]([C:14]([O:16][C:17]([CH3:20])([CH3:19])[CH3:18])=[O:15])[CH2:12][CH2:13]3)=[N:6][CH:7]=2)[C:23](=[O:30])[N:24]([CH3:29])[CH:25]=1. (2) The product is [Cl:17][C:11]1[C:12]2[C:7](=[CH:6][CH:5]=[C:4]([N+:1]([O-:3])=[O:2])[CH:13]=2)[CH:8]=[CH:9][N:10]=1. The catalyst is C1(C)C=CC=CC=1. The yield is 0.140. The reactants are [N+:1]([C:4]1[CH:13]=[C:12]2[C:7]([CH:8]=[CH:9][N+:10]([O-])=[CH:11]2)=[CH:6][CH:5]=1)([O-:3])=[O:2].P(Cl)(Cl)([Cl:17])=O.C(=O)([O-])O.[Na+].